Task: Predict the reactants needed to synthesize the given product.. Dataset: Full USPTO retrosynthesis dataset with 1.9M reactions from patents (1976-2016) Given the product [CH:22]([NH:26][C:16](=[O:18])[C:15]1[CH:19]=[CH:20][CH:21]=[C:13]([C:7]2[CH:8]=[CH:9][CH:10]=[CH:11][CH:12]=2)[CH:14]=1)([CH2:24][CH3:25])[CH3:23], predict the reactants needed to synthesize it. The reactants are: C(Cl)(=O)C(Cl)=O.[C:7]1([C:13]2[CH:14]=[C:15]([CH:19]=[CH:20][CH:21]=2)[C:16]([OH:18])=O)[CH:12]=[CH:11][CH:10]=[CH:9][CH:8]=1.[CH:22]([NH2:26])([CH2:24][CH3:25])[CH3:23].